Predict the reactants needed to synthesize the given product. From a dataset of Full USPTO retrosynthesis dataset with 1.9M reactions from patents (1976-2016). (1) Given the product [Br:16][CH2:17][CH2:18][CH2:19][CH2:20][CH2:21][CH2:22][O:1][C:2]1[CH:3]=[CH:4][C:5]([C:6]([C:8]2[CH:13]=[CH:12][CH:11]=[CH:10][CH:9]=2)=[O:7])=[CH:14][CH:15]=1, predict the reactants needed to synthesize it. The reactants are: [OH:1][C:2]1[CH:15]=[CH:14][C:5]([C:6]([C:8]2[CH:13]=[CH:12][CH:11]=[CH:10][CH:9]=2)=[O:7])=[CH:4][CH:3]=1.[Br:16][CH2:17][CH2:18][CH2:19][CH2:20][CH2:21][CH2:22]Br.C(=O)([O-])[O-].[K+].[K+]. (2) The reactants are: [CH3:1][C@:2]12[CH2:18][CH2:17][C@H:16]3[C@@H:7]([CH:8]=[CH:9][C:10]4[C@@H:15]3[CH2:14][CH2:13][C:12](=[O:19])[CH:11]=4)[C@@H:6]1[CH2:5][CH2:4][C:3]2=[O:20].[NH4+].[Cl-].[CH3:23][CH2:24]OC(C)=O.CCCCCC. Given the product [CH2:23]([C@H:8]1[CH2:9][C:10]2[C@H:15]([CH2:14][CH2:13][C:12](=[O:19])[CH:11]=2)[C@@H:16]2[C@@H:7]1[C@H:6]1[C@@:2]([CH2:18][CH2:17]2)([CH3:1])[C:3](=[O:20])[CH2:4][CH2:5]1)[CH3:24], predict the reactants needed to synthesize it. (3) Given the product [F:19][C:20]1[CH:25]=[CH:24][C:23]([F:26])=[CH:22][C:21]=1[C:27](=[CH2:31])[C:28]([O:30][CH2:32][C:33]1[CH:38]=[CH:37][CH:36]=[CH:35][CH:34]=1)=[O:29], predict the reactants needed to synthesize it. The reactants are: C1(N=C=NC2CCCCC2)CCCCC1.C(Cl)Cl.[F:19][C:20]1[CH:25]=[CH:24][C:23]([F:26])=[CH:22][C:21]=1[C:27](=[CH2:31])[C:28]([OH:30])=[O:29].[CH2:32](O)[C:33]1[CH:38]=[CH:37][CH:36]=[CH:35][CH:34]=1. (4) Given the product [C:16]([N:1]1[CH2:8][CH2:7][CH2:6][CH:2]1[C:3]([OH:5])=[O:4])(=[O:23])[C:17]1[CH:22]=[CH:21][CH:20]=[CH:19][CH:18]=1, predict the reactants needed to synthesize it. The reactants are: [NH:1]1[CH2:8][CH2:7][CH2:6][C@H:2]1[C:3]([OH:5])=[O:4].C(=O)([O-])[O-].[K+].[K+].O.[C:16](Cl)(=[O:23])[C:17]1[CH:22]=[CH:21][CH:20]=[CH:19][CH:18]=1. (5) Given the product [Cl:1][C:2]1[CH:7]=[CH:6][C:5]([C:8]2([CH2:13][C:19]#[N:20])[CH2:12][CH2:11][CH2:10][CH2:9]2)=[CH:4][CH:3]=1, predict the reactants needed to synthesize it. The reactants are: [Cl:1][C:2]1[CH:7]=[CH:6][C:5]([C:8]2([CH2:13]OS(C)(=O)=O)[CH2:12][CH2:11][CH2:10][CH2:9]2)=[CH:4][CH:3]=1.[C-:19]#[N:20].[Na+].O. (6) Given the product [C:1]([C:3]1[CH:4]=[N:5][C:6]2[C:11]([C:12]=1[OH:13])=[C:10]([O:23][CH:20]1[CH2:21][CH2:22][N:17]([CH3:16])[CH2:18][CH2:19]1)[CH:9]=[C:8]([F:15])[CH:7]=2)#[N:2], predict the reactants needed to synthesize it. The reactants are: [C:1]([C:3]1[CH:4]=[N:5][C:6]2[C:11]([C:12]=1[OH:13])=[C:10](F)[CH:9]=[C:8]([F:15])[CH:7]=2)#[N:2].[CH3:16][N:17]1[CH2:22][CH2:21][CH:20]([OH:23])[CH2:19][CH2:18]1.CC(C)([O-])C.[K+].C(O)(=O)C. (7) Given the product [Si:9]([O:16][CH2:17][CH2:18][CH2:19][C:20]1([CH3:33])[CH:29]([CH:1]=[O:2])[C:28](=[O:30])[C:27]2[C:22](=[CH:23][CH:24]=[C:25]([O:31][CH3:32])[CH:26]=2)[O:21]1)([C:12]([CH3:14])([CH3:13])[CH3:15])([CH3:10])[CH3:11], predict the reactants needed to synthesize it. The reactants are: [CH:1](OCC)=[O:2].C[O-].[Na+].[Si:9]([O:16][CH2:17][CH2:18][CH2:19][C:20]1([CH3:33])[CH2:29][C:28](=[O:30])[C:27]2[C:22](=[CH:23][CH:24]=[C:25]([O:31][CH3:32])[CH:26]=2)[O:21]1)([C:12]([CH3:15])([CH3:14])[CH3:13])([CH3:11])[CH3:10]. (8) Given the product [F:15][C:16]1[C:23]([O:24][CH3:25])=[CH:22][CH:21]=[CH:20][C:17]=1[CH:18]([OH:19])[CH2:7][C:8]([O:10][C:11]([CH3:14])([CH3:13])[CH3:12])=[O:9], predict the reactants needed to synthesize it. The reactants are: Cl[Si](C)(C)C.Br[CH2:7][C:8]([O:10][C:11]([CH3:14])([CH3:13])[CH3:12])=[O:9].[F:15][C:16]1[C:23]([O:24][CH3:25])=[CH:22][CH:21]=[CH:20][C:17]=1[CH:18]=[O:19]. (9) Given the product [CH3:1][S:2]([O:16][CH2:15][CH2:14][CH2:13][CH:12]([C:17]1[CH:18]=[CH:19][C:20]([C:21]#[N:22])=[CH:23][CH:24]=1)[O:11][C:10]1[CH:25]=[CH:26][C:27]([O:28][CH3:29])=[C:8]([O:7][CH3:6])[CH:9]=1)(=[O:4])=[O:3], predict the reactants needed to synthesize it. The reactants are: [CH3:1][S:2](Cl)(=[O:4])=[O:3].[CH3:6][O:7][C:8]1[CH:9]=[C:10]([CH:25]=[CH:26][C:27]=1[O:28][CH3:29])[O:11][CH:12]([C:17]1[CH:24]=[CH:23][C:20]([C:21]#[N:22])=[CH:19][CH:18]=1)[CH2:13][CH2:14][CH2:15][OH:16].C(N(CC)CC)C.O. (10) Given the product [CH2:1]([C:3]1[N:13]([CH2:14][C:15]2[CH:20]=[CH:19][C:18](/[CH:21]=[CH:22]/[CH2:23][CH2:24][N:35]3[CH2:36][CH2:37][CH:32]([N:26]4[CH2:31][CH2:30][CH2:29][CH2:28][CH2:27]4)[CH2:33][CH2:34]3)=[CH:17][CH:16]=2)[C:6]2=[N:7][C:8]([CH3:12])=[CH:9][C:10]([CH3:11])=[C:5]2[N:4]=1)[CH3:2], predict the reactants needed to synthesize it. The reactants are: [CH2:1]([C:3]1[N:13]([CH2:14][C:15]2[CH:20]=[CH:19][C:18](/[CH:21]=[CH:22]/[CH2:23][CH2:24]O)=[CH:17][CH:16]=2)[C:6]2=[N:7][C:8]([CH3:12])=[CH:9][C:10]([CH3:11])=[C:5]2[N:4]=1)[CH3:2].[N:26]1([CH:32]2[CH2:37][CH2:36][NH:35][CH2:34][CH2:33]2)[CH2:31][CH2:30][CH2:29][CH2:28][CH2:27]1.